From a dataset of Full USPTO retrosynthesis dataset with 1.9M reactions from patents (1976-2016). Predict the reactants needed to synthesize the given product. (1) The reactants are: C(=O)([O-])[O-].[K+].[K+].Br[CH:8]1[CH2:12][CH2:11][CH2:10][CH2:9]1.[Br:13][C:14]1[CH:19]=[CH:18][C:17]([OH:20])=[C:16]([Cl:21])[CH:15]=1.O. Given the product [Br:13][C:14]1[CH:19]=[CH:18][C:17]([O:20][CH:8]2[CH2:12][CH2:11][CH2:10][CH2:9]2)=[C:16]([Cl:21])[CH:15]=1, predict the reactants needed to synthesize it. (2) Given the product [Cl:15][C:4]1[N:3]=[CH:2][CH:10]=[CH:9][C:5]=1[C:6]([NH:20][CH3:23])=[O:7], predict the reactants needed to synthesize it. The reactants are: Cl[C:2]1[CH:10]=[CH:9][C:5]([C:6](O)=[O:7])=[CH:4][N:3]=1.S(Cl)(Cl)=O.[ClH:15].CN.CC[N:20]([CH2:23]C)CC.C(=O)([O-])[O-].[Na+].[Na+]. (3) Given the product [CH:1]1([O:4][C:5]2[CH:13]=[CH:12][C:8]([C:9]([NH:30][C:27]3[CH:28]=[N:29][C:24]([C:19]4[CH:20]=[CH:21][CH:22]=[CH:23][C:18]=4[F:17])=[CH:25][CH:26]=3)=[O:11])=[CH:7][C:6]=2[N+:14]([O-:16])=[O:15])[CH2:2][CH2:3]1, predict the reactants needed to synthesize it. The reactants are: [CH:1]1([O:4][C:5]2[CH:13]=[CH:12][C:8]([C:9]([OH:11])=O)=[CH:7][C:6]=2[N+:14]([O-:16])=[O:15])[CH2:3][CH2:2]1.[F:17][C:18]1[CH:23]=[CH:22][CH:21]=[CH:20][C:19]=1[C:24]1[N:29]=[CH:28][C:27]([NH2:30])=[CH:26][CH:25]=1.C(N(C(C)C)C(C)C)C.C1CN([P+](ON2N=NC3C=CC=CC2=3)(N2CCCC2)N2CCCC2)CC1.F[P-](F)(F)(F)(F)F. (4) Given the product [F:11][C:12]1[C:21]2[C:16](=[CH:17][CH:18]=[CH:19][CH:20]=2)[C:15]([CH:3]=[O:2])=[CH:14][CH:13]=1, predict the reactants needed to synthesize it. The reactants are: C[O:2][CH:3](Cl)Cl.Cl[Sn](Cl)(Cl)Cl.[F:11][C:12]1[C:21]2[C:16](=[CH:17][CH:18]=[CH:19][CH:20]=2)[CH:15]=[CH:14][CH:13]=1. (5) Given the product [CH3:22][C:23]1[C:28]([C:10]2[CH:15]=[CH:14][CH:13]=[CH:12][CH:11]=2)=[N:27][CH:26]=[CH:25][N:24]=1, predict the reactants needed to synthesize it. The reactants are: C(OCCCC)CCC.[C:10]1([Li])[CH:15]=[CH:14][CH:13]=[CH:12][CH:11]=1.C(OCC)C.[CH3:22][C:23]1[CH:28]=[N:27][CH:26]=[CH:25][N:24]=1.